Dataset: Full USPTO retrosynthesis dataset with 1.9M reactions from patents (1976-2016). Task: Predict the reactants needed to synthesize the given product. Given the product [S:2]([OH:5])(=[O:4])(=[O:3])[CH3:1].[F:6][C:7]1[CH:12]=[CH:11][C:10]([CH2:13][C:14]2[C:23]3[C:18](=[CH:19][CH:20]=[CH:21][CH:22]=3)[C:17](=[O:24])[NH:16][N:15]=2)=[CH:9][C:8]=1[N:25]1[C:29](=[O:30])[CH:28]([CH3:31])[N:27]([CH2:32][CH2:33][N:34]2[CH2:35][CH2:36][CH2:37][CH2:38]2)[C:26]1=[O:39], predict the reactants needed to synthesize it. The reactants are: [CH3:1][S:2]([OH:5])(=[O:4])=[O:3].[F:6][C:7]1[CH:12]=[CH:11][C:10]([CH2:13][C:14]2[C:23]3[C:18](=[CH:19][CH:20]=[CH:21][CH:22]=3)[C:17](=[O:24])[NH:16][N:15]=2)=[CH:9][C:8]=1[N:25]1[C:29](=[O:30])[CH:28]([CH3:31])[N:27]([CH2:32][CH2:33][N:34]2[CH2:38][CH2:37][CH2:36][CH2:35]2)[C:26]1=[O:39].